Dataset: Full USPTO retrosynthesis dataset with 1.9M reactions from patents (1976-2016). Task: Predict the reactants needed to synthesize the given product. Given the product [Cl:11][C:12]1[C:17]([O:18][C:2]2[CH:7]=[CH:6][C:5]([N+:8]([O-:10])=[O:9])=[CH:4][N:3]=2)=[CH:16][C:15]([NH:19][C:20](=[O:32])[C:21]2[CH:26]=[CH:25][CH:24]=[C:23]([C:27]([C:30]#[N:31])([CH3:29])[CH3:28])[CH:22]=2)=[C:14]([F:33])[CH:13]=1, predict the reactants needed to synthesize it. The reactants are: Cl[C:2]1[CH:7]=[CH:6][C:5]([N+:8]([O-:10])=[O:9])=[CH:4][N:3]=1.[Cl:11][C:12]1[C:17]([OH:18])=[CH:16][C:15]([NH:19][C:20](=[O:32])[C:21]2[CH:26]=[CH:25][CH:24]=[C:23]([C:27]([C:30]#[N:31])([CH3:29])[CH3:28])[CH:22]=2)=[C:14]([F:33])[CH:13]=1.C(=O)([O-])[O-].[K+].[K+].